This data is from Reaction yield outcomes from USPTO patents with 853,638 reactions. The task is: Predict the reaction yield, written as a fraction of the theoretical maximum amount of product (1.0 means a 100% yield; for example, 0.34 means a 34% yield). (1) The reactants are S(OS([O-])=O)([O-])=O.[Na+].[Na+].[CH2:10]([N:12]1[C:24]2[CH:23]=[CH:22][C:21]([CH:25]=O)=[CH:20][C:19]=2[C:18]2[C:13]1=[CH:14][CH:15]=[CH:16][CH:17]=2)[CH3:11].[NH2:27][C:28]1[CH:29]=[C:30]([CH:35]=[CH:36][C:37]=1[NH2:38])[C:31]([O:33][CH3:34])=[O:32].C(=O)([O-])O.[Na+]. The catalyst is O.C1COCC1. The product is [CH2:10]([N:12]1[C:24]2[CH:23]=[CH:22][C:21]([C:25]3[NH:38][C:37]4[CH:36]=[CH:35][C:30]([C:31]([O:33][CH3:34])=[O:32])=[CH:29][C:28]=4[N:27]=3)=[CH:20][C:19]=2[C:18]2[C:13]1=[CH:14][CH:15]=[CH:16][CH:17]=2)[CH3:11]. The yield is 0.840. (2) The reactants are C([O:5][C:6](=[O:37])[C:7]1[CH:12]=[CH:11][C:10]([NH:13][C:14]([C:16]2[CH:24]=[C:23]3[C:19]([CH:20]=[CH:21][N:22]3[S:25]([C:28]3[CH:33]=[C:32]([CH3:34])[CH:31]=[CH:30][C:29]=3[O:35][CH3:36])(=[O:27])=[O:26])=[CH:18][CH:17]=2)=[O:15])=[CH:9][CH:8]=1)(C)(C)C. The catalyst is Cl. The product is [CH3:36][O:35][C:29]1[CH:30]=[CH:31][C:32]([CH3:34])=[CH:33][C:28]=1[S:25]([N:22]1[C:23]2[C:19](=[CH:18][CH:17]=[C:16]([C:14]([NH:13][C:10]3[CH:9]=[CH:8][C:7]([C:6]([OH:37])=[O:5])=[CH:12][CH:11]=3)=[O:15])[CH:24]=2)[CH:20]=[CH:21]1)(=[O:26])=[O:27]. The yield is 0.780. (3) The reactants are [C:1]1([C:7]2[N:12]3[N:13]=[C:14]([NH2:16])[N:15]=[C:11]3[CH:10]=[CH:9][CH:8]=2)[CH:6]=[CH:5][CH:4]=[CH:3][CH:2]=1.Br[C:18]1[CH:19]=[N:20][CH:21]=[C:22]([O:24][CH3:25])[CH:23]=1.CC(C)([O-])C.[Na+]. The catalyst is C1(C)C=CC=CC=1.C1C=CC(/C=C/C(/C=C/C2C=CC=CC=2)=O)=CC=1.C1C=CC(/C=C/C(/C=C/C2C=CC=CC=2)=O)=CC=1.C1C=CC(/C=C/C(/C=C/C2C=CC=CC=2)=O)=CC=1.[Pd].[Pd]. The product is [CH3:25][O:24][C:22]1[CH:23]=[C:18]([NH:16][C:14]2[N:15]=[C:11]3[CH:10]=[CH:9][CH:8]=[C:7]([C:1]4[CH:2]=[CH:3][CH:4]=[CH:5][CH:6]=4)[N:12]3[N:13]=2)[CH:19]=[N:20][CH:21]=1. The yield is 0.410. (4) The reactants are [CH3:1][C:2]1[CH:7]=[CH:6][N:5]=[CH:4][C:3]=1[NH2:8].OO.C(=O)([O-])[O-].[Na+].[Na+].[ClH:17]. No catalyst specified. The product is [Cl:17][C:4]1[C:3]([NH2:8])=[C:2]([CH3:1])[CH:7]=[CH:6][N:5]=1. The yield is 0.780. (5) The reactants are Br[CH2:2][C:3]1[CH:10]=[C:9]([C:11]2[CH2:15][C:14]([C:20]3[CH:25]=[C:24]([Cl:26])[CH:23]=[C:22]([Cl:27])[CH:21]=3)([C:16]([F:19])([F:18])[F:17])[O:13][N:12]=2)[CH:8]=[CH:7][C:4]=1[C:5]#[N:6].[N:28]1[CH:33]=[CH:32][CH:31]=[CH:30][C:29]=1[CH2:34][NH2:35].C(=O)([O-])[O-].[K+].[K+]. The catalyst is C(#N)C.COC(C)(C)C. The product is [Cl:27][C:22]1[CH:21]=[C:20]([C:14]2([C:16]([F:18])([F:17])[F:19])[O:13][N:12]=[C:11]([C:9]3[CH:10]=[C:3]4[C:4](=[CH:7][CH:8]=3)[C:5](=[NH:6])[N:35]([CH2:34][C:29]3[CH:30]=[CH:31][CH:32]=[CH:33][N:28]=3)[CH2:2]4)[CH2:15]2)[CH:25]=[C:24]([Cl:26])[CH:23]=1. The yield is 0.750. (6) The product is [C:31]([O:30][C:28]([N:27]=[C:26]([NH:25][C:23]([O:22][C:19]([CH3:21])([CH3:20])[CH3:18])=[O:24])[NH:14][CH2:13][CH2:12][CH2:11][CH2:10][C@@H:9]([NH:8][C:6]([O:5][C:2]([CH3:1])([CH3:3])[CH3:4])=[O:7])[C:15]([OH:17])=[O:16])=[O:29])([CH3:34])([CH3:33])[CH3:32]. The catalyst is C(Cl)Cl. The reactants are [CH3:1][C:2]([O:5][C:6]([NH:8][C@@H:9]([C:15]([OH:17])=[O:16])[CH2:10][CH2:11][CH2:12][CH2:13][NH2:14])=[O:7])([CH3:4])[CH3:3].[CH3:18][C:19]([O:22][C:23]([NH:25]/[C:26](/N1N=CC=C1)=[N:27]/[C:28]([O:30][C:31]([CH3:34])([CH3:33])[CH3:32])=[O:29])=[O:24])([CH3:21])[CH3:20].C(N(CC)CC)C. The yield is 0.940.